This data is from Full USPTO retrosynthesis dataset with 1.9M reactions from patents (1976-2016). The task is: Predict the reactants needed to synthesize the given product. (1) Given the product [C:11]([O:10][CH:5]1[CH2:6][C:7]([CH3:9])([CH3:8])[N:2]([O:1][C:21](=[O:39])[CH2:22][CH2:23][CH2:24][CH2:25][CH2:26][CH2:27][CH2:28][CH2:29][CH2:30][CH2:31][CH2:32][CH2:33][CH2:34][CH2:35][CH2:36][CH2:37][CH3:38])[C:3]([CH3:20])([CH3:19])[CH2:4]1)(=[O:18])[C:12]1[CH:17]=[CH:16][CH:15]=[CH:14][CH:13]=1, predict the reactants needed to synthesize it. The reactants are: [OH:1][N:2]1[C:7]([CH3:9])([CH3:8])[CH2:6][CH:5]([O:10][C:11](=[O:18])[C:12]2[CH:17]=[CH:16][CH:15]=[CH:14][CH:13]=2)[CH2:4][C:3]1([CH3:20])[CH3:19].[C:21](Cl)(=[O:39])[CH2:22][CH2:23][CH2:24][CH2:25][CH2:26][CH2:27][CH2:28][CH2:29][CH2:30][CH2:31][CH2:32][CH2:33][CH2:34][CH2:35][CH2:36][CH2:37][CH3:38]. (2) Given the product [CH2:2]([O:4][C:5]1[CH:6]=[C:7]([F:25])[C:8]([CH2:9][N:10]2[C:18]3[C:13](=[CH:14][CH:15]=[CH:16][CH:17]=3)[C:12]([C:19]3[N:20]=[C:31]([NH2:32])[C:28]([O:27][CH3:26])=[C:29]([NH2:30])[N:21]=3)=[N:11]2)=[C:22]([F:24])[CH:23]=1)[CH3:3], predict the reactants needed to synthesize it. The reactants are: Cl.[CH2:2]([O:4][C:5]1[CH:23]=[C:22]([F:24])[C:8]([CH2:9][N:10]2[C:18]3[C:13](=[CH:14][CH:15]=[CH:16][CH:17]=3)[C:12]([C:19](=[NH:21])[NH2:20])=[N:11]2)=[C:7]([F:25])[CH:6]=1)[CH3:3].[CH3:26][O:27][CH:28]([C:31]#[N:32])[C:29]#[N:30].C(N(CC)CC)C. (3) Given the product [CH3:23][O:22][CH:3]([O:2][CH3:1])[C:4]1[CH:5]=[C:6]([N:14]([CH3:26])[C:15](=[O:21])[O:16][C:17]([CH3:19])([CH3:20])[CH3:18])[CH:7]=[C:8]([C:10]([F:13])([F:12])[F:11])[CH:9]=1, predict the reactants needed to synthesize it. The reactants are: [CH3:1][O:2][CH:3]([O:22][CH3:23])[C:4]1[CH:5]=[C:6]([NH:14][C:15](=[O:21])[O:16][C:17]([CH3:20])([CH3:19])[CH3:18])[CH:7]=[C:8]([C:10]([F:13])([F:12])[F:11])[CH:9]=1.[H-].[Na+].[CH3:26]I.